Predict the reactants needed to synthesize the given product. From a dataset of Full USPTO retrosynthesis dataset with 1.9M reactions from patents (1976-2016). (1) Given the product [CH3:16][O:15][C:11]1[CH:10]=[C:9]([NH:8][C:6](=[O:7])[C:5]2[CH:17]=[CH:18][C:2]([N:28]3[CH2:27][CH2:23][CH:30]([CH3:29])[CH2:31][CH2:32]3)=[C:3]([C:19]([F:22])([F:21])[F:20])[CH:4]=2)[CH:14]=[CH:13][CH:12]=1, predict the reactants needed to synthesize it. The reactants are: F[C:2]1[CH:18]=[CH:17][C:5]([C:6]([NH:8][C:9]2[CH:14]=[CH:13][CH:12]=[C:11]([O:15][CH3:16])[CH:10]=2)=[O:7])=[CH:4][C:3]=1[C:19]([F:22])([F:21])[F:20].[CH2:23](N)CC.[CH3:27][N:28]1[CH2:32][CH2:31][CH2:30][C:29]1=O. (2) The reactants are: [CH2:1](O)[CH3:2].[Cl:4][CH2:5][CH2:6][CH2:7][CH2:8][C:9]([OH:11])=[O:10].O.C1(C)C=CC(S(O)(=O)=O)=CC=1.C(N(CC)CC)C. Given the product [Cl:4][CH2:5][CH2:6][CH2:7][CH2:8][C:9]([O:11][CH2:1][CH3:2])=[O:10], predict the reactants needed to synthesize it. (3) Given the product [CH2:18]([O:22][CH2:23][CH2:24][O:1][C:2]1[N:3]=[C:4]([C:8]2[CH:9]=[CH:10][C:11]([C:14]([OH:16])=[O:15])=[CH:12][CH:13]=2)[S:5][C:6]=1[CH3:7])[CH2:19][CH2:20][CH3:21], predict the reactants needed to synthesize it. The reactants are: [OH:1][C:2]1[N:3]=[C:4]([C:8]2[CH:13]=[CH:12][C:11]([C:14]([O:16]C)=[O:15])=[CH:10][CH:9]=2)[S:5][C:6]=1[CH3:7].[CH2:18]([O:22][CH2:23][CH2:24]Br)[CH2:19][CH2:20][CH3:21].